This data is from Forward reaction prediction with 1.9M reactions from USPTO patents (1976-2016). The task is: Predict the product of the given reaction. (1) Given the reactants Cl[C:2]1[CH:3]=[CH:4][C:5]2[C:14]3[C:9](=[C:10]([CH3:15])[N:11]=[CH:12][CH:13]=3)[C:8](=[O:16])[N:7]([CH3:17])[C:6]=2[CH:18]=1.[OH:19][CH:20]([C@@H:22]([NH:27][C:28](=[O:34])[O:29][C:30]([CH3:33])([CH3:32])[CH3:31])[CH2:23][CH:24]([CH3:26])[CH3:25])[CH3:21].C([O-])([O-])=O.[Cs+].[Cs+].C(P(C(C)(C)C)C1C=CC=CC=1C1C(C(C)C)=CC(C(C)C)=CC=1C(C)C)(C)(C)C, predict the reaction product. The product is: [C:30]([O:29][C:28](=[O:34])[NH:27][C@@H:22]([CH2:23][CH:24]([CH3:26])[CH3:25])[CH:20]([O:19][C:2]1[CH:3]=[CH:4][C:5]2[C:14]3[C:9](=[C:10]([CH3:15])[N:11]=[CH:12][CH:13]=3)[C:8](=[O:16])[N:7]([CH3:17])[C:6]=2[CH:18]=1)[CH3:21])([CH3:32])([CH3:33])[CH3:31]. (2) Given the reactants [CH:1]1([NH:4][CH:5]2[CH2:10][CH2:9][N:8]([C:11]3[O:15][N:14]=[C:13]([CH:16]([CH3:18])[CH3:17])[N:12]=3)[CH2:7][CH2:6]2)[CH2:3][CH2:2]1.[F:19][C:20]1[CH:21]=[C:22]([CH:26]=[CH:27][C:28]=1[N:29]1[CH:33]=[CH:32][N:31]=[C:30]1[CH3:34])[C:23](O)=[O:24], predict the reaction product. The product is: [CH:1]1([N:4]([CH:5]2[CH2:10][CH2:9][N:8]([C:11]3[O:15][N:14]=[C:13]([CH:16]([CH3:18])[CH3:17])[N:12]=3)[CH2:7][CH2:6]2)[C:23](=[O:24])[C:22]2[CH:26]=[CH:27][C:28]([N:29]3[CH:33]=[CH:32][N:31]=[C:30]3[CH3:34])=[C:20]([F:19])[CH:21]=2)[CH2:2][CH2:3]1. (3) Given the reactants [Br:1][C:2]1[CH:3]=[CH:4][C:5]([C:8]2[NH:9][C:10]([CH:13]([C:21]3[CH:26]=[CH:25][C:24]([S:27]([CH:30]4[CH2:32][CH2:31]4)(=[O:29])=[O:28])=[CH:23][CH:22]=3)[CH2:14][CH:15]3[CH2:20][CH2:19][O:18][CH2:17][CH2:16]3)=[CH:11][CH:12]=2)=[N:6][CH:7]=1.[H-].[Na+].Cl[CH2:36][O:37][CH2:38][C:39]1[CH:44]=[CH:43][CH:42]=[CH:41][CH:40]=1.[Cl-].[NH4+], predict the reaction product. The product is: [CH2:38]([O:37][CH2:36][N:9]1[C:10]([CH:13]([C:21]2[CH:22]=[CH:23][C:24]([S:27]([CH:30]3[CH2:31][CH2:32]3)(=[O:29])=[O:28])=[CH:25][CH:26]=2)[CH2:14][CH:15]2[CH2:16][CH2:17][O:18][CH2:19][CH2:20]2)=[CH:11][CH:12]=[C:8]1[C:5]1[CH:4]=[CH:3][C:2]([Br:1])=[CH:7][N:6]=1)[C:39]1[CH:44]=[CH:43][CH:42]=[CH:41][CH:40]=1. (4) The product is: [CH2:30]([O:32][C:33]([C:35]1[C:36]2[S:43][CH:42]=[CH:41][C:37]=2[C:38]([O:15][CH2:14][CH:13]([N:12]2[C:11]3[CH:22]=[C:23]([F:27])[C:24]([F:26])=[CH:25][C:10]=3[N:9]=[C:8]2[C:5]2[CH:6]=[CH:7][C:2]([Cl:1])=[CH:3][CH:4]=2)[CH:16]2[CH2:17][CH2:18][CH2:19][CH2:20][CH2:21]2)=[N:39][CH:40]=1)=[O:34])[CH3:31]. Given the reactants [Cl:1][C:2]1[CH:7]=[CH:6][C:5]([C:8]2[N:12]([CH:13]([CH:16]3[CH2:21][CH2:20][CH2:19][CH2:18][CH2:17]3)[CH2:14][OH:15])[C:11]3[CH:22]=[C:23]([F:27])[C:24]([F:26])=[CH:25][C:10]=3[N:9]=2)=[CH:4][CH:3]=1.[H-].[Na+].[CH2:30]([O:32][C:33]([C:35]1[C:36]2[S:43][C:42](Cl)=[CH:41][C:37]=2[CH:38]=[N:39][CH:40]=1)=[O:34])[CH3:31].Cl, predict the reaction product. (5) The product is: [CH2:1]([C@@H:5]1[N:10]([C:24]([C@@H:22]2[CH2:23][C@H:21]2[C:15]2[CH:20]=[CH:19][CH:18]=[CH:17][CH:16]=2)=[O:25])[CH2:9][C@H:8]([CH2:11][CH2:12][CH3:13])[NH:7][C:6]1=[O:14])[CH:2]([CH3:4])[CH3:3]. Given the reactants [CH2:1]([C@@H:5]1[NH:10][CH2:9][C@H:8]([CH2:11][CH2:12][CH3:13])[NH:7][C:6]1=[O:14])[CH:2]([CH3:4])[CH3:3].[C:15]1([C@@H:21]2[CH2:23][C@H:22]2[C:24](O)=[O:25])[CH:20]=[CH:19][CH:18]=[CH:17][CH:16]=1.C([C@@H]1N(C(=O)/C=C/C2C=CC=CC=2)C[C@H](CC(C)C)NC1=O)C(C)C, predict the reaction product.